This data is from Full USPTO retrosynthesis dataset with 1.9M reactions from patents (1976-2016). The task is: Predict the reactants needed to synthesize the given product. (1) Given the product [Si:1]([O:35][CH2:34][CH2:33][C:20]1([OH:19])[CH2:25][CH2:24][N:23]([C:26]([O:28][C:29]([CH3:31])([CH3:30])[CH3:32])=[O:27])[CH2:22][CH2:21]1)([C:14]([CH3:17])([CH3:16])[CH3:15])([C:8]1[CH:13]=[CH:12][CH:11]=[CH:10][CH:9]=1)[C:2]1[CH:7]=[CH:6][CH:5]=[CH:4][CH:3]=1, predict the reactants needed to synthesize it. The reactants are: [Si:1](Cl)([C:14]([CH3:17])([CH3:16])[CH3:15])([C:8]1[CH:13]=[CH:12][CH:11]=[CH:10][CH:9]=1)[C:2]1[CH:7]=[CH:6][CH:5]=[CH:4][CH:3]=1.[OH:19][C:20]1([CH2:33][CH2:34][OH:35])[CH2:25][CH2:24][N:23]([C:26]([O:28][C:29]([CH3:32])([CH3:31])[CH3:30])=[O:27])[CH2:22][CH2:21]1.C(N(CC)CC)C.[Cl-].[NH4+]. (2) Given the product [CH2:17]([C:15]1[CH:16]=[CH:11][CH:12]=[C:13]([CH2:42][CH3:41])[C:14]=1[C:2]1[N:3]=[C:4]([CH3:21])[C:5]([CH2:9][O:10][C:11]2[CH:16]=[C:15]([CH:17]([CH3:19])[CH3:18])[CH:14]=[CH:13][C:12]=2[CH3:20])=[C:6]([N:29]2[CH2:30][CH2:31][NH:32][CH2:33][CH2:34]2)[N:7]=1)[CH3:18], predict the reactants needed to synthesize it. The reactants are: Cl[C:2]1[N:7]=[C:6](Cl)[C:5]([CH2:9][O:10][C:11]2[CH:16]=[C:15]([CH:17]([CH3:19])[CH3:18])[CH:14]=[CH:13][C:12]=2[CH3:20])=[C:4]([CH3:21])[N:3]=1.C(OC([N:29]1[CH2:34][CH2:33][NH:32][CH2:31][CH2:30]1)=O)(C)(C)C.C(=O)([O-])[O-].[K+].[K+].[CH3:41][C:42](N(C)C)=O. (3) Given the product [CH3:19][CH2:14][O:13][CH2:7][CH3:8].[CH3:7][CH2:6][CH2:5][CH:4]([CH3:9])[CH3:3].[NH2:15][C:6]1[CH:5]=[C:4]([CH:9]=[C:8]([N+:10]([O-:12])=[O:11])[C:7]=1[O:13][CH3:14])[C:3]([O:2][CH3:1])=[O:18], predict the reactants needed to synthesize it. The reactants are: [CH3:1][O:2][C:3](=[O:18])[C:4]1[CH:9]=[C:8]([N+:10]([O-:12])=[O:11])[C:7]([O:13][CH3:14])=[C:6]([N+:15]([O-])=O)[CH:5]=1.[C:19]1(C)C=CC=CC=1.